From a dataset of Reaction yield outcomes from USPTO patents with 853,638 reactions. Predict the reaction yield, written as a fraction of the theoretical maximum amount of product (1.0 means a 100% yield; for example, 0.34 means a 34% yield). The reactants are [C:1]1([OH:11])[C:10]2[C:5](=[CH:6][CH:7]=[CH:8][CH:9]=2)[CH:4]=[CH:3][CH:2]=1.[P:12](Cl)([Cl:15])([Cl:14])=[O:13].C(N(CC)CC)C. The catalyst is C(OCC)C. The product is [P:12]([Cl:15])([Cl:14])([O:11][C:1]1[C:10]2[C:5](=[CH:6][CH:7]=[CH:8][CH:9]=2)[CH:4]=[CH:3][CH:2]=1)=[O:13]. The yield is 0.840.